This data is from Peptide-MHC class II binding affinity with 134,281 pairs from IEDB. The task is: Regression. Given a peptide amino acid sequence and an MHC pseudo amino acid sequence, predict their binding affinity value. This is MHC class II binding data. The peptide sequence is FTVNQTSRLLMRRMR. The binding affinity (normalized) is 0.541. The MHC is DRB1_0901 with pseudo-sequence DRB1_0901.